Dataset: TCR-epitope binding with 47,182 pairs between 192 epitopes and 23,139 TCRs. Task: Binary Classification. Given a T-cell receptor sequence (or CDR3 region) and an epitope sequence, predict whether binding occurs between them. The epitope is YSEHPTFTSQY. The TCR CDR3 sequence is CASSLGYNEQFF. Result: 0 (the TCR does not bind to the epitope).